This data is from Catalyst prediction with 721,799 reactions and 888 catalyst types from USPTO. The task is: Predict which catalyst facilitates the given reaction. (1) Reactant: [CH3:1][N:2]1[C:10]2[N:9]=[C:8]([O:11][C:12]3[CH:17]=[CH:16][CH:15]=[C:14]([O:18][C:19]([F:22])([F:21])[F:20])[CH:13]=3)[N:7]([CH2:23][O:24][CH2:25][CH2:26][Si:27]([CH3:30])([CH3:29])[CH3:28])[C:6]=2[C:5](=[O:31])[NH:4][C:3]1=[O:32].Br[CH2:34][CH2:35][CH2:36][O:37][CH:38]1[CH2:43][CH2:42][CH2:41][CH2:40][O:39]1.C(=O)([O-])[O-].[K+].[K+]. Product: [CH3:1][N:2]1[C:10]2[N:9]=[C:8]([O:11][C:12]3[CH:17]=[CH:16][CH:15]=[C:14]([O:18][C:19]([F:21])([F:22])[F:20])[CH:13]=3)[N:7]([CH2:23][O:24][CH2:25][CH2:26][Si:27]([CH3:28])([CH3:30])[CH3:29])[C:6]=2[C:5](=[O:31])[N:4]([CH2:34][CH2:35][CH2:36][O:37][CH:38]2[CH2:43][CH2:42][CH2:41][CH2:40][O:39]2)[C:3]1=[O:32]. The catalyst class is: 3. (2) Reactant: [N+:1]([CH:4]([CH:6]([OH:14])[CH:7]([CH2:12][CH3:13])[CH2:8][CH2:9][CH2:10][CH3:11])[CH3:5])([O-])=O.NO.NC(C(O)C(CC)CCCC)C. Product: [NH2:1][CH:4]([CH:6]([OH:14])[CH:7]([CH2:12][CH3:13])[CH2:8][CH2:9][CH2:10][CH3:11])[CH3:5]. The catalyst class is: 227. (3) Reactant: [C:1]([Si:5]([O:8][CH2:9][C:10]1[CH:15]=[CH:14][C:13]([C:16]#[CH:17])=[C:12]([O:18][CH2:19][O:20][CH3:21])[CH:11]=1)([CH3:7])[CH3:6])([CH3:4])([CH3:3])[CH3:2]. Product: [C:1]([Si:5]([O:8][CH2:9][C:10]1[CH:15]=[CH:14][C:13]([CH2:16][CH3:17])=[C:12]([O:18][CH2:19][O:20][CH3:21])[CH:11]=1)([CH3:7])[CH3:6])([CH3:4])([CH3:2])[CH3:3]. The catalyst class is: 5. (4) The catalyst class is: 21. Product: [ClH:18].[CH3:1][C:2]1[N:3]=[C:4]([NH:7][CH2:8][CH2:9][NH2:10])[S:5][CH:6]=1. Reactant: [CH3:1][C:2]1[N:3]=[C:4]([NH:7][CH2:8][CH2:9][NH:10]C(=O)OC(C)(C)C)[S:5][CH:6]=1.[ClH:18]. (5) Reactant: [CH:1]([C:3]1[N:7]([CH3:8])[C:6]2[C:9]([N:13]3[CH2:18][CH2:17][N:16]([C:19]([O:21][C:22]([CH3:25])([CH3:24])[CH3:23])=[O:20])[CH2:15][CH2:14]3)=[CH:10][CH:11]=[CH:12][C:5]=2[N:4]=1)=O.[CH3:26][NH:27][C@@H:28]1[C:37]2[N:36]=[CH:35][CH:34]=[CH:33][C:32]=2[CH2:31][CH2:30][CH2:29]1.C(O)(=O)C.C(O[BH-](OC(=O)C)OC(=O)C)(=O)C.[Na+]. Product: [CH3:8][N:7]1[C:6]2[C:9]([N:13]3[CH2:14][CH2:15][N:16]([C:19]([O:21][C:22]([CH3:25])([CH3:23])[CH3:24])=[O:20])[CH2:17][CH2:18]3)=[CH:10][CH:11]=[CH:12][C:5]=2[N:4]=[C:3]1[CH2:1][N:27]([CH3:26])[C@@H:28]1[C:37]2[N:36]=[CH:35][CH:34]=[CH:33][C:32]=2[CH2:31][CH2:30][CH2:29]1. The catalyst class is: 68. (6) Reactant: [OH:1][C:2]1[CH:11]=[CH:10][C:9]2[N:8]=[C:7]([C:12]3[CH:17]=[CH:16][CH:15]=[CH:14][CH:13]=3)[C:6]([C:18]3[CH:23]=[CH:22][CH:21]=[CH:20][CH:19]=3)=[N:5][C:4]=2[C:3]=1[C:24](O)=[O:25].Cl.[CH2:28]([O:30][C:31](=[O:34])[CH2:32][NH2:33])[CH3:29].C(N(CC)CC)C.C1CN([P+](ON2N=NC3C=CC=CC2=3)(N2CCCC2)N2CCCC2)CC1.F[P-](F)(F)(F)(F)F. Product: [OH:1][C:2]1[C:3]([C:24]([NH:33][CH2:32][C:31]([O:30][CH2:28][CH3:29])=[O:34])=[O:25])=[C:4]2[C:9](=[CH:10][CH:11]=1)[N:8]=[C:7]([C:12]1[CH:13]=[CH:14][CH:15]=[CH:16][CH:17]=1)[C:6]([C:18]1[CH:23]=[CH:22][CH:21]=[CH:20][CH:19]=1)=[N:5]2. The catalyst class is: 4. (7) Reactant: [CH3:1][NH:2][C:3]1[CH:8]=[CH:7][C:6]([B:9]2[O:13][C:12]([CH3:15])([CH3:14])[C:11]([CH3:17])([CH3:16])[O:10]2)=[CH:5][CH:4]=1.C(N(CC)C(C)C)(C)C.Cl[C:28]([O:30][CH3:31])=[O:29]. Product: [CH3:1][N:2]([C:3]1[CH:4]=[CH:5][C:6]([B:9]2[O:13][C:12]([CH3:15])([CH3:14])[C:11]([CH3:17])([CH3:16])[O:10]2)=[CH:7][CH:8]=1)[C:28](=[O:29])[O:30][CH3:31]. The catalyst class is: 2. (8) Reactant: [C:1]([OH:10])(=[O:9])[C@@H:2]([C@H:4]([C:6]([OH:8])=[O:7])[OH:5])[OH:3].[CH3:11][C@@H:12]([NH:22][CH2:23][C@H:24]([OH:35])[C:25]1[CH:26]=[CH:27][C:28]([OH:34])=[C:29]([NH:31][CH:32]=[O:33])[CH:30]=1)[CH2:13][C:14]1[CH:15]=[CH:16][C:17]([O:20][CH3:21])=[CH:18][CH:19]=1.NC1C=C([C@@H](O)CN[C@H](C)CC2C=CC(OC)=CC=2)C=CC=1O. Product: [CH3:11][C@@H:12]([NH:22][CH2:23][C@H:24]([OH:35])[C:25]1[CH:26]=[CH:27][C:28]([OH:34])=[C:29]([NH:31][CH:32]=[O:33])[CH:30]=1)[CH2:13][C:14]1[CH:15]=[CH:16][C:17]([O:20][CH3:21])=[CH:18][CH:19]=1.[C:6]([C@@H:4]([C@H:2]([C:1]([O-:10])=[O:9])[OH:3])[OH:5])([O-:8])=[O:7]. The catalyst class is: 5. (9) Reactant: [Br:1][C:2]1[CH:11]=[C:10]2[C:5]([C:6]([CH3:14])([CH3:13])[CH2:7][CH2:8][C:9]2=[O:12])=[CH:4][C:3]=1[CH3:15].[C:16]1([Mg]Br)[CH:21]=[CH:20][CH:19]=[CH:18][CH:17]=1.[Cl-].[NH4+]. Product: [Br:1][C:2]1[CH:11]=[C:10]2[C:5]([C:6]([CH3:13])([CH3:14])[CH2:7][CH2:8][C:9]2([C:16]2[CH:21]=[CH:20][CH:19]=[CH:18][CH:17]=2)[OH:12])=[CH:4][C:3]=1[CH3:15]. The catalyst class is: 1. (10) Reactant: [NH:1]1[CH2:6][CH2:5][O:4][CH2:3][CH2:2]1.F[C:8]1[CH:13]=[CH:12][C:11]([N+:14]([O-:16])=[O:15])=[CH:10][C:9]=1[C:17]([F:20])([F:19])[F:18].O. Product: [N+:14]([C:11]1[CH:12]=[CH:13][C:8]([N:1]2[CH2:6][CH2:5][O:4][CH2:3][CH2:2]2)=[C:9]([C:17]([F:18])([F:19])[F:20])[CH:10]=1)([O-:16])=[O:15]. The catalyst class is: 3.